From a dataset of NCI-60 drug combinations with 297,098 pairs across 59 cell lines. Regression. Given two drug SMILES strings and cell line genomic features, predict the synergy score measuring deviation from expected non-interaction effect. (1) Drug 1: CC12CCC(CC1=CCC3C2CCC4(C3CC=C4C5=CN=CC=C5)C)O. Drug 2: C1=NC2=C(N=C(N=C2N1C3C(C(C(O3)CO)O)F)Cl)N. Cell line: SK-MEL-28. Synergy scores: CSS=12.3, Synergy_ZIP=2.58, Synergy_Bliss=2.85, Synergy_Loewe=-8.43, Synergy_HSA=1.78. (2) Drug 1: CC1=CC=C(C=C1)C2=CC(=NN2C3=CC=C(C=C3)S(=O)(=O)N)C(F)(F)F. Drug 2: CN(CCCl)CCCl.Cl. Cell line: NCI/ADR-RES. Synergy scores: CSS=11.2, Synergy_ZIP=-1.90, Synergy_Bliss=1.86, Synergy_Loewe=-4.68, Synergy_HSA=-0.906. (3) Drug 1: CC=C1C(=O)NC(C(=O)OC2CC(=O)NC(C(=O)NC(CSSCCC=C2)C(=O)N1)C(C)C)C(C)C. Drug 2: C1CN(CCN1C(=O)CCBr)C(=O)CCBr. Cell line: HS 578T. Synergy scores: CSS=43.8, Synergy_ZIP=-3.07, Synergy_Bliss=-1.75, Synergy_Loewe=-1.43, Synergy_HSA=-1.02. (4) Drug 1: CC1=C2C(C(=O)C3(C(CC4C(C3C(C(C2(C)C)(CC1OC(=O)C(C(C5=CC=CC=C5)NC(=O)C6=CC=CC=C6)O)O)OC(=O)C7=CC=CC=C7)(CO4)OC(=O)C)O)C)OC(=O)C. Drug 2: C(CCl)NC(=O)N(CCCl)N=O. Cell line: 786-0. Synergy scores: CSS=46.6, Synergy_ZIP=0.0888, Synergy_Bliss=0.391, Synergy_Loewe=-17.0, Synergy_HSA=4.39. (5) Drug 1: CCCS(=O)(=O)NC1=C(C(=C(C=C1)F)C(=O)C2=CNC3=C2C=C(C=N3)C4=CC=C(C=C4)Cl)F. Drug 2: CNC(=O)C1=NC=CC(=C1)OC2=CC=C(C=C2)NC(=O)NC3=CC(=C(C=C3)Cl)C(F)(F)F. Cell line: A498. Synergy scores: CSS=13.6, Synergy_ZIP=-2.54, Synergy_Bliss=-2.89, Synergy_Loewe=-4.67, Synergy_HSA=-3.78. (6) Drug 1: CC12CCC(CC1=CCC3C2CCC4(C3CC=C4C5=CN=CC=C5)C)O. Drug 2: C1=CC=C(C=C1)NC(=O)CCCCCCC(=O)NO. Cell line: SN12C. Synergy scores: CSS=8.54, Synergy_ZIP=-2.03, Synergy_Bliss=2.25, Synergy_Loewe=2.73, Synergy_HSA=2.75. (7) Drug 1: CCN(CC)CCCC(C)NC1=C2C=C(C=CC2=NC3=C1C=CC(=C3)Cl)OC. Drug 2: C1C(C(OC1N2C=NC(=NC2=O)N)CO)O. Cell line: COLO 205. Synergy scores: CSS=56.2, Synergy_ZIP=-9.37, Synergy_Bliss=-8.09, Synergy_Loewe=-1.31, Synergy_HSA=0.271. (8) Drug 1: C1=NC2=C(N=C(N=C2N1C3C(C(C(O3)CO)O)F)Cl)N. Drug 2: COC1=C2C(=CC3=C1OC=C3)C=CC(=O)O2. Cell line: IGROV1. Synergy scores: CSS=1.28, Synergy_ZIP=5.34, Synergy_Bliss=1.55, Synergy_Loewe=0.195, Synergy_HSA=1.27.